From a dataset of Catalyst prediction with 721,799 reactions and 888 catalyst types from USPTO. Predict which catalyst facilitates the given reaction. (1) Reactant: C(OC([NH:11][C:12]1[CH:17]=[CH:16][C:15]([CH2:18][CH2:19][CH2:20][C:21]2[N:22]([C:26]([O:28][C:29]([CH3:32])([CH3:31])[CH3:30])=[O:27])[CH:23]=[CH:24][N:25]=2)=[CH:14][CH:13]=1)=O)C1C=CC=CC=1. Product: [NH2:11][C:12]1[CH:17]=[CH:16][C:15]([CH2:18][CH2:19][CH2:20][C:21]2[N:22]([C:26]([O:28][C:29]([CH3:32])([CH3:31])[CH3:30])=[O:27])[CH:23]=[CH:24][N:25]=2)=[CH:14][CH:13]=1. The catalyst class is: 99. (2) Reactant: [CH3:1][O:2][C:3](=[O:24])[C:4]1[CH:9]=[C:8]([Cl:10])[C:7]([O:11][CH2:12][C:13]2[CH:18]=[CH:17][CH:16]=[CH:15][CH:14]=2)=[CH:6][C:5]=1[O:19][CH2:20][CH2:21][CH2:22]Br.C([O-])([O-])=O.[K+].[K+].[F:31][C:32]1[CH:47]=[CH:46][C:35]([CH2:36][C:37]2([OH:45])[CH2:42][CH2:41][NH:40][CH2:39][C:38]2([CH3:44])[CH3:43])=[CH:34][CH:33]=1. Product: [CH3:1][O:2][C:3](=[O:24])[C:4]1[CH:9]=[C:8]([Cl:10])[C:7]([O:11][CH2:12][C:13]2[CH:18]=[CH:17][CH:16]=[CH:15][CH:14]=2)=[CH:6][C:5]=1[O:19][CH2:20][CH2:21][CH2:22][N:40]1[CH2:41][CH2:42][C:37]([CH2:36][C:35]2[CH:34]=[CH:33][C:32]([F:31])=[CH:47][CH:46]=2)([OH:45])[C:38]([CH3:44])([CH3:43])[CH2:39]1. The catalyst class is: 18. (3) Reactant: [N:1]([CH2:4][CH:5]([C:7]1[CH:18]=[CH:17][C:10]2[O:11][C:12]([CH3:16])([CH3:15])[O:13][CH2:14][C:9]=2[CH:8]=1)[OH:6])=[N+]=[N-].[H][H]. Product: [NH2:1][CH2:4][CH:5]([C:7]1[CH:18]=[CH:17][C:10]2[O:11][C:12]([CH3:15])([CH3:16])[O:13][CH2:14][C:9]=2[CH:8]=1)[OH:6]. The catalyst class is: 63. (4) Product: [CH3:1][O:2][CH2:3][CH2:4][O:5][CH2:6][CH2:7][O:8][C:9]1[CH:10]=[C:11]([CH:15]([OH:16])[CH2:17][NH:19][CH3:18])[CH:12]=[CH:13][CH:14]=1. The catalyst class is: 5. Reactant: [CH3:1][O:2][CH2:3][CH2:4][O:5][CH2:6][CH2:7][O:8][C:9]1[CH:10]=[C:11]([CH:15]2[CH2:17][O:16]2)[CH:12]=[CH:13][CH:14]=1.[CH3:18][NH2:19]. (5) Reactant: [Cl:1][C:2]1[C:11]2[C:6](=[CH:7][CH:8]=[C:9](I)[CH:10]=2)[N:5]=[C:4]([O:13][CH3:14])[C:3]=1[CH2:15][CH2:16][C:17]([F:20])([F:19])[F:18].[Li]CCCC.[CH3:26][N:27]1[C:31]([C:32]([C:34]2[CH:35]=[N:36][C:37]([C:40]([F:43])([F:42])[F:41])=[CH:38][CH:39]=2)=[O:33])=[CH:30][N:29]=[CH:28]1. Product: [Cl:1][C:2]1[C:11]2[C:6](=[CH:7][CH:8]=[C:9]([C:32]([C:31]3[N:27]([CH3:26])[CH:28]=[N:29][CH:30]=3)([C:34]3[CH:35]=[N:36][C:37]([C:40]([F:41])([F:43])[F:42])=[CH:38][CH:39]=3)[OH:33])[CH:10]=2)[N:5]=[C:4]([O:13][CH3:14])[C:3]=1[CH2:15][CH2:16][C:17]([F:20])([F:19])[F:18]. The catalyst class is: 1. (6) Reactant: C([Si](C)(C)[N:6]1[C:10]2[N:11]=[CH:12][CH:13]=[C:14]([C:15]([C:17]3[C:22]([N:23](COC)[S:24]([C:27]4[CH:32]=[CH:31][C:30]([Cl:33])=[C:29]([C:34]([F:37])([F:36])[F:35])[CH:28]=4)(=[O:26])=[O:25])=[CH:21][C:20]([Cl:41])=[C:19]([CH3:42])[N:18]=3)=[O:16])[C:9]=2[CH:8]=[CH:7]1)(C)(C)C. Product: [Cl:33][C:30]1[CH:31]=[CH:32][C:27]([S:24]([NH:23][C:22]2[C:17]([C:15]([C:14]3[C:9]4[CH:8]=[CH:7][NH:6][C:10]=4[N:11]=[CH:12][CH:13]=3)=[O:16])=[N:18][C:19]([CH3:42])=[C:20]([Cl:41])[CH:21]=2)(=[O:25])=[O:26])=[CH:28][C:29]=1[C:34]([F:37])([F:36])[F:35]. The catalyst class is: 89. (7) Product: [Br:14][C:12]1[S:13][C:9]2[CH:8]=[C:7]([CH2:6][N:23]3[C:22]4[CH:26]=[C:27]([O:28][CH3:29])[C:19]([O:18][CH3:17])=[CH:20][C:21]=4[N:25]=[CH:24]3)[CH:16]=[CH:15][C:10]=2[N:11]=1. The catalyst class is: 31. Reactant: CS(O[CH2:6][C:7]1[CH:16]=[CH:15][C:10]2[N:11]=[C:12]([Br:14])[S:13][C:9]=2[CH:8]=1)(=O)=O.[CH3:17][O:18][C:19]1[C:27]([O:28][CH3:29])=[CH:26][C:22]2[NH:23][CH:24]=[N:25][C:21]=2[CH:20]=1. (8) Reactant: [C:1]1([OH:7])[CH:6]=[CH:5][CH:4]=[CH:3][CH:2]=1.[H-].[Na+].[N+]([C:13]1[S:17][C:16]([CH:18]=[O:19])=[CH:15][CH:14]=1)([O-])=O.O. Product: [O:7]([C:13]1[S:17][C:16]([CH:18]=[O:19])=[CH:15][CH:14]=1)[C:1]1[CH:6]=[CH:5][CH:4]=[CH:3][CH:2]=1. The catalyst class is: 16. (9) Reactant: [C:1]([O:20][CH3:21])(=[O:19])[CH2:2][CH2:3][CH2:4][CH2:5][CH2:6][CH2:7][CH2:8][CH2:9][CH2:10][CH2:11][CH2:12][CH2:13][CH2:14][CH2:15][CH2:16][CH2:17][CH3:18].OC1[CH2:28][C:27]([CH3:30])([CH3:29])[N:26]([O:31][CH2:32][C:33]([OH:36])([CH3:35])[CH3:34])[C:25]([CH3:38])([CH3:37])[CH2:24]1.[NH2-].[Li+]. Product: [OH:36][C:33]([CH3:35])([CH3:34])[CH2:32][O:31][N:26]1[C:27]([CH3:30])([CH3:29])[CH2:28][CH:21]([O:20][C:1](=[O:19])[CH2:2][CH2:3][CH2:4][CH2:5][CH2:6][CH2:7][CH2:8][CH2:9][CH2:10][CH2:11][CH2:12][CH2:13][CH2:14][CH2:15][CH2:16][CH2:17][CH3:18])[CH2:24][C:25]1([CH3:38])[CH3:37]. The catalyst class is: 113. (10) Reactant: C1(P(C2C=CC=CC=2)C2C=CC=CC=2)C=CC=CC=1.[Br:20]Br.[Br:22][C:23]1[CH:28]=[CH:27][C:26]([CH:29]=[C:30]([CH3:33])[CH2:31]O)=[CH:25][CH:24]=1. Product: [Br:22][C:23]1[CH:28]=[CH:27][C:26]([CH:29]=[C:30]([CH3:33])[CH2:31][Br:20])=[CH:25][CH:24]=1. The catalyst class is: 10.